Dataset: Retrosynthesis with 50K atom-mapped reactions and 10 reaction types from USPTO. Task: Predict the reactants needed to synthesize the given product. (1) Given the product COc1ccc(Oc2ncc(-c3cc(C(C)N)on3)s2)c(Cl)c1, predict the reactants needed to synthesize it. The reactants are: COc1ccc(Oc2ncc(-c3cc(C(C)N4C(=O)c5ccccc5C4=O)on3)s2)c(Cl)c1. (2) Given the product CCCCCCCCCCCCCCCCNc1ccc([N+](=O)[O-])cn1, predict the reactants needed to synthesize it. The reactants are: CCCCCCCCCCCCCCCCN.O=[N+]([O-])c1ccc(Cl)nc1. (3) Given the product CC(O)C#Cc1ccnc(F)c1, predict the reactants needed to synthesize it. The reactants are: C#CC(C)O.Fc1cc(I)ccn1. (4) Given the product COC(=O)c1ccc(NCCc2c[nH]cn2)nc1, predict the reactants needed to synthesize it. The reactants are: COC(=O)c1ccc(Cl)nc1.NCCc1c[nH]cn1.